From a dataset of Peptide-MHC class I binding affinity with 185,985 pairs from IEDB/IMGT. Regression. Given a peptide amino acid sequence and an MHC pseudo amino acid sequence, predict their binding affinity value. This is MHC class I binding data. The peptide sequence is SFGGASCCLY. The MHC is HLA-A03:01 with pseudo-sequence HLA-A03:01. The binding affinity (normalized) is 0.472.